This data is from Full USPTO retrosynthesis dataset with 1.9M reactions from patents (1976-2016). The task is: Predict the reactants needed to synthesize the given product. (1) Given the product [CH3:13][N:14]([CH3:18])[C:15]([O:11][CH:4]([C:5]1[CH:10]=[CH:9][CH:8]=[CH:7][CH:6]=1)[C:3]([OH:2])=[O:12])=[O:16], predict the reactants needed to synthesize it. The reactants are: C[O:2][C:3](=[O:12])[CH:4]([OH:11])[C:5]1[CH:10]=[CH:9][CH:8]=[CH:7][CH:6]=1.[CH3:13][N:14]([CH3:18])[C:15](Cl)=[O:16]. (2) Given the product [ClH:30].[CH2:1]([N:8]1[C:12]2=[C:13]([N:18]3[CH2:27][CH2:26][C:25]4[C:20](=[CH:21][CH:22]=[CH:23][CH:24]=4)[CH2:19]3)[N:14]=[C:15]([SH:17])[CH:16]=[C:11]2[C:10]([CH3:28])=[C:9]1[CH3:29])[C:2]1[CH:3]=[CH:4][CH:5]=[CH:6][CH:7]=1, predict the reactants needed to synthesize it. The reactants are: [CH2:1]([N:8]1[C:12]2=[C:13]([N:18]3[CH2:27][CH2:26][C:25]4[C:20](=[CH:21][CH:22]=[CH:23][CH:24]=4)[CH2:19]3)[N:14]=[C:15]([SH:17])[CH:16]=[C:11]2[C:10]([CH3:28])=[C:9]1[CH3:29])[C:2]1[CH:7]=[CH:6][CH:5]=[CH:4][CH:3]=1.[ClH:30]. (3) Given the product [CH:1]([NH:11][C:12]1[CH:17]=[CH:16][CH:15]=[CH:14][C:13]=1[C:18](=[O:51])[CH2:19][N:20]1[C:29](=[O:30])[C:28]2[N:27]([CH2:31][CH:32]=[C:33]([CH3:35])[CH3:34])[C:26]([N:36]3[CH2:41][CH2:40][CH2:39][CH:38]([NH:42][C:43]([O:45][C:46]([CH3:49])([CH3:48])[CH3:47])=[O:44])[CH2:37]3)=[N:25][C:24]=2[N:23]([CH3:50])[C:21]1=[O:22])=[O:2], predict the reactants needed to synthesize it. The reactants are: [CH:1](O)=[O:2].C(OC(=O)C)(=O)C.[NH2:11][C:12]1[CH:17]=[CH:16][CH:15]=[CH:14][C:13]=1[C:18](=[O:51])[CH2:19][N:20]1[C:29](=[O:30])[C:28]2[N:27]([CH2:31][CH:32]=[C:33]([CH3:35])[CH3:34])[C:26]([N:36]3[CH2:41][CH2:40][CH2:39][CH:38]([NH:42][C:43]([O:45][C:46]([CH3:49])([CH3:48])[CH3:47])=[O:44])[CH2:37]3)=[N:25][C:24]=2[N:23]([CH3:50])[C:21]1=[O:22].C(=O)([O-])[O-].[K+].[K+]. (4) The reactants are: [O:1]1[C:7]2[CH:8]=[C:9]([C:12]([O:14][CH3:15])=[O:13])[CH:10]=[CH:11][C:6]=2[CH2:5][NH:4][CH2:3][CH2:2]1.[CH2:16]([NH:19][C:20]1[C:21]2[CH:31]=[CH:30][CH:29]=[CH:28][C:22]=2[S:23][C:24]=1[C:25]([O-])=[O:26])[CH2:17][CH3:18].[Li+].CN(C(ON1N=NC2C=CC=NC1=2)=[N+](C)C)C.F[P-](F)(F)(F)(F)F.CCN(C(C)C)C(C)C. Given the product [CH2:16]([NH:19][C:20]1[C:21]2[CH:31]=[CH:30][CH:29]=[CH:28][C:22]=2[S:23][C:24]=1[C:25]([N:4]1[CH2:5][C:6]2[CH:11]=[CH:10][C:9]([C:12]([O:14][CH3:15])=[O:13])=[CH:8][C:7]=2[O:1][CH2:2][CH2:3]1)=[O:26])[CH2:17][CH3:18], predict the reactants needed to synthesize it.